From a dataset of TCR-epitope binding with 47,182 pairs between 192 epitopes and 23,139 TCRs. Binary Classification. Given a T-cell receptor sequence (or CDR3 region) and an epitope sequence, predict whether binding occurs between them. The epitope is TLIGDCATV. The TCR CDR3 sequence is CASSNRPSSYNEQFF. Result: 1 (the TCR binds to the epitope).